From a dataset of Forward reaction prediction with 1.9M reactions from USPTO patents (1976-2016). Predict the product of the given reaction. (1) Given the reactants [O:1]1[CH2:5][CH2:4][NH:3][C:2]1=[O:6].[F:7][C:8]([F:13])([F:12])[C:9]([OH:11])=[O:10], predict the reaction product. The product is: [F:7][C:8]([F:13])([F:12])[C:9]([OH:11])=[O:10].[O:1]1[CH2:5][CH2:4][NH:3][C:2]1=[O:6]. (2) Given the reactants Cl.[F:2][C:3]1[CH:8]=[CH:7][C:6]([NH:9][C:10]2[CH:15]=[CH:14][N:13]=[C:12]([NH:16][C:17]3[CH:22]=[CH:21][C:20]([S:23]([Cl:26])(=[O:25])=[O:24])=[CH:19][CH:18]=3)[N:11]=2)=[CH:5][C:4]=1[CH3:27].C(OC([N:35]1[CH2:40][CH2:39][CH:38]([NH:41][CH3:42])[CH2:37][CH2:36]1)=O)(C)(C)C, predict the reaction product. The product is: [ClH:26].[F:2][C:3]1[CH:8]=[CH:7][C:6]([NH:9][C:10]2[CH:15]=[CH:14][N:13]=[C:12]([NH:16][C:17]3[CH:22]=[CH:21][C:20]([S:23]([N:41]([CH3:42])[CH:38]4[CH2:39][CH2:40][NH:35][CH2:36][CH2:37]4)(=[O:25])=[O:24])=[CH:19][CH:18]=3)[N:11]=2)=[CH:5][C:4]=1[CH3:27]. (3) Given the reactants [N:1]([C@H:4]1[C@@H:17]([OH:18])[C@H:16]([F:19])[C@@H:15]([CH2:20][OH:21])[O:14][C@H:5]1[O:6]CC1C=CC=CC=1)=[N+]=[N-].[C:22](OC(=O)C)(=[O:24])[CH3:23].[H][H], predict the reaction product. The product is: [C:22]([NH:1][C@H:4]1[C@@H:17]([OH:18])[C@H:16]([F:19])[C@@H:15]([CH2:20][OH:21])[O:14][CH:5]1[OH:6])(=[O:24])[CH3:23]. (4) Given the reactants C([O:3][C:4](=[O:32])[CH2:5][S:6][C:7]1[S:11][C:10]([NH:12][C:13]([N:15]([CH2:26][CH:27]2[CH2:31][CH2:30][CH2:29][CH2:28]2)[C:16]2[CH:21]=[CH:20][CH:19]=[C:18]([C:22](=[O:25])[NH:23][CH3:24])[CH:17]=2)=[O:14])=[N:9][CH:8]=1)C.C1(CN(C2C=CC(S(C)(=O)=O)=CC=2)C(=O)NC2SC=C(CC(O)=O)N=2)CCCC1.C1(CNC2C=C(C=CC=2)C(NC)=O)CCCC1.C(OC(=O)CSC1SC(N)=NC=1)C, predict the reaction product. The product is: [CH:27]1([CH2:26][N:15]([C:16]2[CH:21]=[CH:20][CH:19]=[C:18]([C:22](=[O:25])[NH:23][CH3:24])[CH:17]=2)[C:13](=[O:14])[NH:12][C:10]2[S:11][C:7]([S:6][CH2:5][C:4]([OH:32])=[O:3])=[CH:8][N:9]=2)[CH2:31][CH2:30][CH2:29][CH2:28]1.